This data is from Reaction yield outcomes from USPTO patents with 853,638 reactions. The task is: Predict the reaction yield, written as a fraction of the theoretical maximum amount of product (1.0 means a 100% yield; for example, 0.34 means a 34% yield). (1) The catalyst is C1COCC1. The reactants are CS(O[CH2:6][CH2:7][CH2:8][S:9]([C:12]1[CH:17]=[CH:16][CH:15]=[C:14]([O:18][C:19]2[CH:24]=[CH:23][CH:22]=[C:21]([C:25]3[N:29]4[CH:30]=[CH:31][CH:32]=[C:33]([C:34]([F:37])([F:36])[F:35])[C:28]4=[N:27][C:26]=3[CH:38]([CH3:40])[CH3:39])[CH:20]=2)[CH:13]=1)(=[O:11])=[O:10])(=O)=O.[CH3:41][NH2:42].CO. The yield is 0.450. The product is [CH:38]([C:26]1[N:27]=[C:28]2[C:33]([C:34]([F:35])([F:37])[F:36])=[CH:32][CH:31]=[CH:30][N:29]2[C:25]=1[C:21]1[CH:20]=[C:19]([CH:24]=[CH:23][CH:22]=1)[O:18][C:14]1[CH:13]=[C:12]([S:9]([CH2:8][CH2:7][CH2:6][NH:42][CH3:41])(=[O:10])=[O:11])[CH:17]=[CH:16][CH:15]=1)([CH3:39])[CH3:40]. (2) The reactants are [Cl:1][C:2]1[CH:3]=[C:4]([NH:9][C:10]2[C:19]3[C:14](=[CH:15][CH:16]=[C:17]([OH:20])[CH:18]=3)[N:13]=[CH:12][N:11]=2)[CH:5]=[CH:6][C:7]=1[F:8].BrC[CH2:23][C:24]([O:26][CH2:27][CH3:28])=[O:25].C([O-])([O-])=O.[K+].[K+]. The catalyst is CN(C=O)C. The product is [Cl:1][C:2]1[CH:3]=[C:4]([NH:9][C:10]2[C:19]3[C:14](=[CH:15][CH:16]=[C:17]([O:20][CH2:23][C:24]([O:26][CH2:27][CH3:28])=[O:25])[CH:18]=3)[N:13]=[CH:12][N:11]=2)[CH:5]=[CH:6][C:7]=1[F:8]. The yield is 0.750. (3) The reactants are Br[C:2]1[CH:11]=[CH:10][C:9]2[C:4](=[C:5]([F:13])[C:6]([F:12])=[CH:7][CH:8]=2)[C:3]=1[CH:14]=[O:15].[CH2:16]([Sn](CC)(CC)CC)[CH3:17].O. The catalyst is C1(C)C=CC=CC=1.C1C=CC([P]([Pd]([P](C2C=CC=CC=2)(C2C=CC=CC=2)C2C=CC=CC=2)([P](C2C=CC=CC=2)(C2C=CC=CC=2)C2C=CC=CC=2)[P](C2C=CC=CC=2)(C2C=CC=CC=2)C2C=CC=CC=2)(C2C=CC=CC=2)C2C=CC=CC=2)=CC=1. The product is [CH2:16]([C:2]1[CH:11]=[CH:10][C:9]2[C:4](=[C:5]([F:13])[C:6]([F:12])=[CH:7][CH:8]=2)[C:3]=1[CH:14]=[O:15])[CH3:17]. The yield is 0.750. (4) The yield is 0.200. The reactants are [CH3:1][C:2]1([CH3:9])[CH2:7][CH2:6][C:5](=[O:8])[CH2:4][CH2:3]1.[C:10](OCC)(=[O:16])[C:11]([O:13][CH2:14][CH3:15])=[O:12]. No catalyst specified. The product is [CH3:1][C:2]1([CH3:9])[CH2:7][CH:6]([C:10](=[O:16])[C:11]([O:13][CH2:14][CH3:15])=[O:12])[C:5](=[O:8])[CH2:4][CH2:3]1.